The task is: Predict the reaction yield, written as a fraction of the theoretical maximum amount of product (1.0 means a 100% yield; for example, 0.34 means a 34% yield).. This data is from Reaction yield outcomes from USPTO patents with 853,638 reactions. (1) The reactants are [C:1]([C:5]1[O:9][N:8]=[C:7]([NH:10][C:11]([NH:13][C:14]2[CH:19]=[CH:18][CH:17]=[C:16]([O:20][C:21]3[C:30]4[C:25](=[CH:26][C:27]([O:35][CH3:36])=[C:28]([O:31][CH2:32][CH2:33]Cl)[CH:29]=4)[N:24]=[CH:23][N:22]=3)[CH:15]=2)=[O:12])[CH:6]=1)([CH3:4])([CH3:3])[CH3:2].[NH:37]1[CH2:42][CH2:41][CH2:40][CH2:39][CH2:38]1.CCN(C(C)C)C(C)C.O. The catalyst is [I-].C([N+](CCCC)(CCCC)CCCC)CCC.CN(C=O)C. The product is [C:1]([C:5]1[O:9][N:8]=[C:7]([NH:10][C:11]([NH:13][C:14]2[CH:19]=[CH:18][CH:17]=[C:16]([O:20][C:21]3[C:30]4[C:25](=[CH:26][C:27]([O:35][CH3:36])=[C:28]([O:31][CH2:32][CH2:33][N:37]5[CH2:42][CH2:41][CH2:40][CH2:39][CH2:38]5)[CH:29]=4)[N:24]=[CH:23][N:22]=3)[CH:15]=2)=[O:12])[CH:6]=1)([CH3:4])([CH3:3])[CH3:2]. The yield is 0.130. (2) The reactants are [CH2:1]([Mg]Br)[CH2:2][CH2:3][CH2:4][CH2:5][CH3:6].Br[C:10]1[CH:14]=[CH:13][S:12][C:11]=1[C:15]1[S:16][CH:17]=[CH:18][C:19]=1Br.Cl. The catalyst is C(OCC)C.Cl[Ni]1(Cl)[P](C2C=CC=CC=2)(C2C=CC=CC=2)CCC[P]1(C1C=CC=CC=1)C1C=CC=CC=1. The product is [CH2:1]([C:10]1[CH:14]=[CH:13][S:12][C:11]=1[C:15]1[S:16][CH:17]=[CH:18][C:19]=1[CH2:1][CH2:2][CH2:3][CH2:4][CH2:5][CH3:6])[CH2:2][CH2:3][CH2:4][CH2:5][CH3:6]. The yield is 0.810. (3) The reactants are Cl[C:2]1[CH:3]=[CH:4][C:5]2[N:6]([C:8]([CH2:15][N:16]3[CH2:20][CH:19]([CH2:21][CH2:22][CH3:23])[CH2:18][C:17]3=[O:24])=[C:9]([C:11]([F:14])([F:13])[F:12])[N:10]=2)[N:7]=1.[CH3:25][S-:26].[Na+].O.C(OCC)(=O)C. The catalyst is C1COCC1. The product is [CH3:25][S:26][C:2]1[CH:3]=[CH:4][C:5]2[N:6]([C:8]([CH2:15][N:16]3[CH2:20][CH:19]([CH2:21][CH2:22][CH3:23])[CH2:18][C:17]3=[O:24])=[C:9]([C:11]([F:14])([F:13])[F:12])[N:10]=2)[N:7]=1. The yield is 0.260.